Dataset: Forward reaction prediction with 1.9M reactions from USPTO patents (1976-2016). Task: Predict the product of the given reaction. (1) Given the reactants [CH3:1][O:2][C:3]1[CH:4]=[C:5]([CH2:13][CH2:14][C:15](Cl)=[O:16])[CH:6]=[CH:7][C:8]=1[O:9][CH2:10][C:11]#[CH:12].Cl.[CH3:19][N:20]([CH3:29])[C:21]1[CH:28]=[CH:27][C:24]([CH2:25][NH2:26])=[CH:23][CH:22]=1, predict the reaction product. The product is: [CH3:19][N:20]([CH3:29])[C:21]1[CH:28]=[CH:27][C:24]([CH2:25][NH:26][C:15](=[O:16])[CH2:14][CH2:13][C:5]2[CH:6]=[CH:7][C:8]([O:9][CH2:10][C:11]#[CH:12])=[C:3]([O:2][CH3:1])[CH:4]=2)=[CH:23][CH:22]=1. (2) Given the reactants [F:1][C:2]1[CH:3]=[C:4]([OH:11])[CH:5]=[CH:6][C:7]=1[N+:8]([O-:10])=[O:9].[CH2:12](Br)[C:13]1[CH:18]=[CH:17][CH:16]=[CH:15][CH:14]=1.C(=O)([O-])[O-].[K+].[K+], predict the reaction product. The product is: [CH2:12]([O:11][C:4]1[CH:5]=[CH:6][C:7]([N+:8]([O-:10])=[O:9])=[C:2]([F:1])[CH:3]=1)[C:13]1[CH:18]=[CH:17][CH:16]=[CH:15][CH:14]=1. (3) Given the reactants [CH3:1][C:2]1[C:7]([N+:8]([O-:10])=[O:9])=[CH:6][CH:5]=[CH:4][C:3]=1[CH2:11][CH2:12]O.P(Br)(Br)([Br:16])=O, predict the reaction product. The product is: [CH3:1][C:2]1[C:7]([N+:8]([O-:10])=[O:9])=[CH:6][CH:5]=[CH:4][C:3]=1[CH2:11][CH2:12][Br:16]. (4) Given the reactants C([O:8][C:9]1[CH:17]=[C:16]2[C:12]([CH:13]=[CH:14][N:15]2[C:18]2[N:22]([CH3:23])[N:21]=[C:20]([CH3:24])[C:19]=2/[CH:25]=[CH:26]/[C:27]([O:29][CH2:30][CH3:31])=[O:28])=[CH:11][CH:10]=1)C1C=CC=CC=1.B(Br)(Br)Br, predict the reaction product. The product is: [OH:8][C:9]1[CH:17]=[C:16]2[C:12]([CH:13]=[CH:14][N:15]2[C:18]2[N:22]([CH3:23])[N:21]=[C:20]([CH3:24])[C:19]=2/[CH:25]=[CH:26]/[C:27]([O:29][CH2:30][CH3:31])=[O:28])=[CH:11][CH:10]=1. (5) The product is: [CH:2]1([CH2:5][O:6][C:7]2[CH:12]=[C:11]([O:13][CH3:14])[C:10]([F:15])=[CH:9][C:8]=2[C:16]2[C:17]3[NH:24][C:23]([CH3:25])=[C:22]([C:26]([NH:28][C@@H:29]4[CH2:34][CH2:33][N:32]([C:40](=[O:39])[CH2:41][OH:42])[CH2:31][C@H:30]4[OH:35])=[O:27])[C:18]=3[N:19]=[CH:20][N:21]=2)[CH2:4][CH2:3]1. Given the reactants Cl.[CH:2]1([CH2:5][O:6][C:7]2[CH:12]=[C:11]([O:13][CH3:14])[C:10]([F:15])=[CH:9][C:8]=2[C:16]2[C:17]3[NH:24][C:23]([CH3:25])=[C:22]([C:26]([NH:28][C@@H:29]4[CH2:34][CH2:33][NH:32][CH2:31][C@H:30]4[OH:35])=[O:27])[C:18]=3[N:19]=[CH:20][N:21]=2)[CH2:4][CH2:3]1.C([O:39][CH2:40][C:41](Cl)=[O:42])(=O)C, predict the reaction product. (6) Given the reactants [CH2:1]([OH:9])[CH2:2][CH2:3][CH2:4][CH2:5][CH2:6][CH2:7][CH3:8].[NH2:10][C:11](N)=[O:12], predict the reaction product. The product is: [C:11](=[O:12])([O:9][CH2:1][CH2:2][CH2:3][CH2:4][CH2:5][CH2:6][CH2:7][CH3:8])[NH2:10]. (7) Given the reactants Cl[C:2]1[CH:7]=[CH:6][C:5]([CH2:8][CH2:9][CH2:10][C:11]([NH:13][CH2:14][CH:15]2[CH2:42][CH2:41][C:18]3[N:19](C(C4C=CC=CC=4)(C4C=CC=CC=4)C4C=CC=CC=4)[CH:20]=[N:21][C:17]=3[CH2:16]2)=[O:12])=CC=1.[Cl:43]C1C=CC(CCCC(NCC2CCC3N=CN(C(C4C=CC=CC=4)(C4C=CC=CC=4)C4C=CC=CC=4)C=3C2)=O)=CC=1, predict the reaction product. The product is: [Cl:43][C:6]1[CH:5]=[CH:8][C:9]([CH2:10][C:11]([NH:13][CH2:14][CH:15]2[CH2:42][CH2:41][C:18]3[NH:19][CH:20]=[N:21][C:17]=3[CH2:16]2)=[O:12])=[CH:2][CH:7]=1.